Dataset: Forward reaction prediction with 1.9M reactions from USPTO patents (1976-2016). Task: Predict the product of the given reaction. (1) Given the reactants [I:1][C:2]1[CH:7]=[CH:6][N:5]=[C:4]([O:8]C)[C:3]=1[C:10]1[NH:11][C:12]2[C:20]([N:21]=1)=[C:19]([CH3:22])[C:18]1[C:17](=[O:23])[N:16]([CH:24]3[CH2:29][CH2:28][N:27]([CH3:30])[CH2:26][CH2:25]3)[C:15](=[O:31])[C:14]=1[CH:13]=2.[ClH:32], predict the reaction product. The product is: [ClH:32].[Cl:32][C:2]1[CH:7]=[CH:6][NH:5][C:4](=[O:8])[C:3]=1[C:10]1[NH:11][C:12]2[C:20]([N:21]=1)=[C:19]([CH3:22])[C:18]1[C:17](=[O:23])[N:16]([CH:24]3[CH2:29][CH2:28][N:27]([CH3:30])[CH2:26][CH2:25]3)[C:15](=[O:31])[C:14]=1[CH:13]=2.[ClH:32].[I:1][C:2]1[CH:7]=[CH:6][NH:5][C:4](=[O:8])[C:3]=1[C:10]1[NH:11][C:12]2[C:20]([N:21]=1)=[C:19]([CH3:22])[C:18]1[C:17](=[O:23])[N:16]([CH:24]3[CH2:29][CH2:28][N:27]([CH3:30])[CH2:26][CH2:25]3)[C:15](=[O:31])[C:14]=1[CH:13]=2. (2) Given the reactants C[O:2][C:3](=[O:29])[C:4]([NH:7][C:8]([C:10]1[CH:19]=[CH:18][C:17]2[C:12](=[CH:13][CH:14]=[CH:15][CH:16]=2)[C:11]=1[O:20][CH2:21][C:22]1[CH:27]=[CH:26][C:25]([Br:28])=[CH:24][CH:23]=1)=[O:9])([CH3:6])[CH3:5].[OH-].[Na+], predict the reaction product. The product is: [Br:28][C:25]1[CH:24]=[CH:23][C:22]([CH2:21][O:20][C:11]2[C:12]3[C:17](=[CH:16][CH:15]=[CH:14][CH:13]=3)[CH:18]=[CH:19][C:10]=2[C:8]([NH:7][C:4]([CH3:5])([CH3:6])[C:3]([OH:29])=[O:2])=[O:9])=[CH:27][CH:26]=1. (3) Given the reactants [H-].[Na+].[CH3:3][C:4]1[CH:5]=[CH:6][C:7]([CH2:12][OH:13])=[N:8][C:9]=1[NH:10][CH3:11].[Si:14](Cl)([C:17]([CH3:20])([CH3:19])[CH3:18])([CH3:16])[CH3:15], predict the reaction product. The product is: [Si:14]([O:13][CH2:12][C:7]1[N:8]=[C:9]([NH:10][CH3:11])[C:4]([CH3:3])=[CH:5][CH:6]=1)([C:17]([CH3:20])([CH3:19])[CH3:18])([CH3:16])[CH3:15]. (4) Given the reactants Cl[C:2]1[C:7]([CH3:8])=[CH:6][C:5]([OH:9])=[CH:4][C:3]=1[CH3:10].[CH:11]1[C:24]2[S:23][C:22]3[C:17](=[CH:18][CH:19]=[CH:20][CH:21]=3)[O:16][C:15]=2[C:14](B(O)O)=[CH:13][CH:12]=1.C([O-])([O-])=O.[K+].[K+], predict the reaction product. The product is: [CH3:10][C:3]1[CH:4]=[C:5]([OH:9])[CH:6]=[C:7]([CH3:8])[C:2]=1[C:14]1[C:15]2[O:16][C:17]3[C:22](=[CH:21][CH:20]=[CH:19][CH:18]=3)[S:23][C:24]=2[CH:11]=[CH:12][CH:13]=1.